From a dataset of Catalyst prediction with 721,799 reactions and 888 catalyst types from USPTO. Predict which catalyst facilitates the given reaction. Reactant: [CH3:1][C:2]1([CH3:11])[O:6][C@@H:5]([CH2:7][C:8]([NH2:10])=O)[CH2:4][O:3]1.[H-].[Al+3].[Li+].[H-].[H-].[H-]. Product: [CH3:1][C:2]1([CH3:11])[O:6][C@@H:5]([CH2:7][CH2:8][NH2:10])[CH2:4][O:3]1. The catalyst class is: 1.